Dataset: Forward reaction prediction with 1.9M reactions from USPTO patents (1976-2016). Task: Predict the product of the given reaction. (1) Given the reactants S1C2C=CC=CC=2N=C1S[S:11][C@H:12]1[N:15]([C:16](=[C:30]([CH3:32])[CH3:31])[C:17]([O:19][CH2:20][C:21]2[CH:26]=[CH:25][C:24]([N+:27]([O-:29])=[O:28])=[CH:23][CH:22]=2)=[O:18])[C:14](=[O:33])[C@@H:13]1[Br:34].[CH:35](O)=[O:36].C(OC(=O)C)(=O)C.C1(P(C2C=CC=CC=2)C2C=CC=CC=2)C=CC=CC=1, predict the reaction product. The product is: [Br:34][C@@H:13]1[C@@H:12]([S:11][CH:35]=[O:36])[N:15]([C:16](=[C:30]([CH3:31])[CH3:32])[C:17]([O:19][CH2:20][C:21]2[CH:26]=[CH:25][C:24]([N+:27]([O-:29])=[O:28])=[CH:23][CH:22]=2)=[O:18])[C:14]1=[O:33]. (2) Given the reactants [OH:1][C:2]1[C:11]([CH:12]([CH3:14])[CH3:13])=[CH:10][C:5]([C:6]([O:8]C)=[O:7])=[C:4]([O:15][CH2:16][O:17][CH3:18])[CH:3]=1.[OH-].[K+], predict the reaction product. The product is: [OH:1][C:2]1[C:11]([CH:12]([CH3:13])[CH3:14])=[CH:10][C:5]([C:6]([OH:8])=[O:7])=[C:4]([O:15][CH2:16][O:17][CH3:18])[CH:3]=1. (3) Given the reactants [F:1][C:2]([F:12])([F:11])[O:3][C:4]1[CH:10]=[CH:9][C:7]([NH2:8])=[CH:6][CH:5]=1.N([O-])=O.[Na+].[N-:17]=[N+:18]=[N-].[Na+], predict the reaction product. The product is: [N:8]([C:7]1[CH:9]=[CH:10][C:4]([O:3][C:2]([F:11])([F:12])[F:1])=[CH:5][CH:6]=1)=[N+:17]=[N-:18].